From a dataset of Full USPTO retrosynthesis dataset with 1.9M reactions from patents (1976-2016). Predict the reactants needed to synthesize the given product. (1) The reactants are: [CH2:1]([C:5]1[CH:13]=[CH:12][CH:11]=[C:7]([C:8]([OH:10])=[O:9])[C:6]=1[C:14]([OH:16])=[O:15])[CH:2]([CH3:4])[CH3:3].C(N(CC)CC)C.[N+]([O-])([O-])=O.[Nd+3:28].[N+]([O-])([O-])=O.[N+]([O-])([O-])=O. Given the product [Nd:28].[CH2:1]([C:5]1[CH:13]=[CH:12][CH:11]=[C:7]([C:8]([OH:10])=[O:9])[C:6]=1[C:14]([OH:16])=[O:15])[CH:2]([CH3:4])[CH3:3], predict the reactants needed to synthesize it. (2) Given the product [F:68][C:69]([F:74])([F:73])[C:70]([OH:72])=[O:71].[CH3:38][N:39]([CH3:40])[C:3](=[O:5])[C:2]([CH3:6])([C:7]1[CH:8]=[N:9][CH:10]=[C:11]([C:13]2[CH:14]=[C:15]3[C:20](=[CH:21][CH:22]=2)[N:19]2[C:23]([CH3:26])=[N:24][N:25]=[C:18]2[CH2:17][CH2:16]3)[CH:12]=1)[CH3:1], predict the reactants needed to synthesize it. The reactants are: [CH3:1][C:2]([C:7]1[CH:8]=[N:9][CH:10]=[C:11]([C:13]2[CH:14]=[C:15]3[C:20](=[CH:21][CH:22]=2)[N:19]2[C:23]([CH3:26])=[N:24][N:25]=[C:18]2[CH2:17][CH2:16]3)[CH:12]=1)([CH3:6])[C:3]([OH:5])=O.F[P-](F)(F)(F)(F)F.N1(OC(N(C)C)=[N+](C)C)[C:38]2[N:39]=[CH:40]C=CC=2N=N1.CNC.O1CCCC1.C(N(C(C)C)CC)(C)C.[F:68][C:69]([F:74])([F:73])[C:70]([OH:72])=[O:71]. (3) Given the product [CH2-:12][C:13]([CH3:20])=[O:14].[S:7]([O:14][CH2:15][C@H:16]([OH:17])[CH2:18][OH:19])([C:4]1[CH:5]=[CH:6][C:1]([CH3:11])=[CH:2][CH:3]=1)(=[O:9])=[O:8], predict the reactants needed to synthesize it. The reactants are: [C:1]1([CH3:11])[CH:6]=[CH:5][C:4]([S:7](Cl)(=[O:9])=[O:8])=[CH:3][CH:2]=1.[CH3:12][C:13]1([CH3:20])[O:17][C@@H:16]([CH2:18][OH:19])[CH2:15][O:14]1. (4) Given the product [C:19]([C:11]1[C:10]([C:12]2[CH:13]=[CH:14][CH:15]=[CH:16][CH:17]=2)=[N:9][N:7]2[CH:8]=[C:3]([O:2][CH3:1])[CH:4]=[CH:5][C:6]=12)(=[O:20])[CH3:18], predict the reactants needed to synthesize it. The reactants are: [CH3:1][O:2][C:3]1[CH:4]=[CH:5][C:6]2[N:7]([N:9]=[C:10]([C:12]3[CH:17]=[CH:16][CH:15]=[CH:14][CH:13]=3)[CH:11]=2)[CH:8]=1.[CH3:18][C:19](OC(C)=O)=[O:20]. (5) Given the product [Br:3][C:4]1[N:5]=[C:6]2[C:12]([C:13](=[O:18])[C:14]([CH3:15])([CH3:17])[CH3:16])=[CH:11][N:10]([CH2:24][O:23][CH2:22][CH2:21][Si:20]([CH3:27])([CH3:26])[CH3:19])[C:7]2=[N:8][CH:9]=1, predict the reactants needed to synthesize it. The reactants are: [H-].[Na+].[Br:3][C:4]1[N:5]=[C:6]2[C:12]([C:13](=[O:18])[C:14]([CH3:17])([CH3:16])[CH3:15])=[CH:11][NH:10][C:7]2=[N:8][CH:9]=1.[CH3:19][Si:20]([CH3:27])([CH3:26])[CH2:21][CH2:22][O:23][CH2:24]Cl. (6) The reactants are: [CH3:1][O:2][C:3](=[O:8])[CH:4](Br)[CH2:5]Br.CCN(CC)CC.[CH2:16]([NH:23][CH2:24][CH2:25][NH:26][CH2:27][C:28]1[CH:33]=[CH:32][CH:31]=[CH:30][CH:29]=1)[C:17]1[CH:22]=[CH:21][CH:20]=[CH:19][CH:18]=1. Given the product [CH3:1][O:2][C:3]([CH:4]1[CH2:5][N:26]([CH2:27][C:28]2[CH:33]=[CH:32][CH:31]=[CH:30][CH:29]=2)[CH2:25][CH2:24][N:23]1[CH2:16][C:17]1[CH:22]=[CH:21][CH:20]=[CH:19][CH:18]=1)=[O:8], predict the reactants needed to synthesize it.